Dataset: Peptide-MHC class I binding affinity with 185,985 pairs from IEDB/IMGT. Task: Regression. Given a peptide amino acid sequence and an MHC pseudo amino acid sequence, predict their binding affinity value. This is MHC class I binding data. (1) The peptide sequence is NLEKQIATL. The MHC is HLA-A02:03 with pseudo-sequence HLA-A02:03. The binding affinity (normalized) is 0.400. (2) The peptide sequence is VQLQEYDTY. The MHC is HLA-B27:05 with pseudo-sequence HLA-B27:05. The binding affinity (normalized) is 0.0847. (3) The peptide sequence is KSDPIMLLK. The MHC is HLA-A11:01 with pseudo-sequence HLA-A11:01. The binding affinity (normalized) is 0.657. (4) The peptide sequence is GAGVASADP. The MHC is HLA-A02:06 with pseudo-sequence HLA-A02:06. The binding affinity (normalized) is 0.